Dataset: Reaction yield outcomes from USPTO patents with 853,638 reactions. Task: Predict the reaction yield, written as a fraction of the theoretical maximum amount of product (1.0 means a 100% yield; for example, 0.34 means a 34% yield). The reactants are [CH3:1][S:2]([O:5][CH2:6][CH2:7][CH2:8][NH:9][S:10]([C:13]1[CH:18]=[C:17]([F:19])[C:16]([CH2:20][S:21][C:22]2[N:23]([C:39]3[CH:44]=[CH:43][C:42]([F:45])=[CH:41][CH:40]=3)[C:24]([C:27]([C:30]3[CH:35]=[CH:34][C:33]([F:36])=[C:32]([O:37][CH3:38])[CH:31]=3)([CH3:29])[CH3:28])=[CH:25][N:26]=2)=[C:15]([Cl:46])[CH:14]=1)(=[O:12])=[O:11])(=[O:4])=[O:3].[N:47]1[CH:52]=[CH:51][CH:50]=[CH:49][CH:48]=1. The catalyst is CC#N. The product is [CH3:1][S:2]([O-:5])(=[O:4])=[O:3].[Cl:46][C:15]1[CH:14]=[C:13]([S:10]([NH:9][CH2:8][CH2:7][CH2:6][N+:47]2[CH:52]=[CH:51][CH:50]=[CH:49][CH:48]=2)(=[O:11])=[O:12])[CH:18]=[C:17]([F:19])[C:16]=1[CH2:20][S:21][C:22]1[N:23]([C:39]2[CH:40]=[CH:41][C:42]([F:45])=[CH:43][CH:44]=2)[C:24]([C:27]([C:30]2[CH:35]=[CH:34][C:33]([F:36])=[C:32]([O:37][CH3:38])[CH:31]=2)([CH3:28])[CH3:29])=[CH:25][N:26]=1. The yield is 0.800.